From a dataset of Forward reaction prediction with 1.9M reactions from USPTO patents (1976-2016). Predict the product of the given reaction. (1) Given the reactants Cl.[F:2][C:3]1[C:11]([F:12])=[CH:10][CH:9]=[CH:8][C:4]=1[C:5]([NH2:7])=[NH:6].[CH2:16]1[O:15][C:17](O)([CH2:19]O)[CH2:16][O:15][C:17]1(O)[CH2:19]O.[Cl-].[NH4+], predict the reaction product. The product is: [F:2][C:3]1[C:11]([F:12])=[CH:10][CH:9]=[CH:8][C:4]=1[C:5]1[NH:7][CH:19]=[C:17]([CH2:16][OH:15])[N:6]=1. (2) Given the reactants [CH2:1]([O:8][C:9]([NH:11][C:12]1[C:13]([CH3:37])=[C:14]([C:18]2[C:30]3[C:29]4[C:24](=[CH:25][C:26]([Br:31])=[CH:27][CH:28]=4)[NH:23][C:22]=3[C:21]([C:32]([O:34]CC)=[O:33])=[N:20][CH:19]=2)[CH:15]=[CH:16][CH:17]=1)=[O:10])[C:2]1[CH:7]=[CH:6][CH:5]=[CH:4][CH:3]=1.O.[OH-].[Li+], predict the reaction product. The product is: [CH2:1]([O:8][C:9]([NH:11][C:12]1[C:13]([CH3:37])=[C:14]([C:18]2[C:30]3[C:29]4[C:24](=[CH:25][C:26]([Br:31])=[CH:27][CH:28]=4)[NH:23][C:22]=3[C:21]([C:32]([OH:34])=[O:33])=[N:20][CH:19]=2)[CH:15]=[CH:16][CH:17]=1)=[O:10])[C:2]1[CH:7]=[CH:6][CH:5]=[CH:4][CH:3]=1. (3) Given the reactants [O:1]=C1CC(C(O)=O)C(C(O)=O)C1.[CH3:13][O:14][C:15]1[CH:16]=[C:17]2[C@@:25]34[C@@H]5C[C@H]6C(CN5CC3)=C[CH2:38][O:37][C@H:33]3CC(=O)N([C@H:24]4[C@@H:32]63)C2=CC=1OC.[OH-:42].[NH4+].[OH2:44], predict the reaction product. The product is: [O:42]=[C:25]1[CH2:24][C@@H:32]([C:33]([O:37][CH3:38])=[O:44])[C@H:16]([C:15]([O:14][CH3:13])=[O:1])[CH2:17]1.